From a dataset of Reaction yield outcomes from USPTO patents with 853,638 reactions. Predict the reaction yield, written as a fraction of the theoretical maximum amount of product (1.0 means a 100% yield; for example, 0.34 means a 34% yield). (1) The reactants are C[O:2][C:3](=[O:24])[C:4]1[CH:9]=[CH:8][C:7]([O:10][CH2:11][C:12]2[C:13]([C:17]3[CH:22]=[CH:21][C:20]([Cl:23])=[CH:19][CH:18]=3)=[N:14][O:15][CH:16]=2)=[N:6][CH:5]=1.COC(=O)C1C=CC(OCC2C(C3C=CC(F)=CC=3)=NOC=2)=NC=1. No catalyst specified. The product is [Cl:23][C:20]1[CH:19]=[CH:18][C:17]([C:13]2[C:12]([CH2:11][O:10][C:7]3[CH:8]=[CH:9][C:4]([C:3]([OH:24])=[O:2])=[CH:5][N:6]=3)=[CH:16][O:15][N:14]=2)=[CH:22][CH:21]=1. The yield is 1.00. (2) The reactants are [OH:1][C:2]1[CH:3]=[C:4]([CH:9]=[CH:10][N:11]=1)[C:5]([O:7][CH3:8])=[O:6].Br[CH:13]([CH2:15][CH3:16])[CH3:14].C(=O)([O-])[O-].[Cs+].[Cs+]. The catalyst is CN(C)C=O. The product is [CH:13]([N:11]1[CH:10]=[CH:9][C:4]([C:5]([O:7][CH3:8])=[O:6])=[CH:3][C:2]1=[O:1])([CH2:15][CH3:16])[CH3:14]. The yield is 0.800. (3) The reactants are [F:1][C:2]1[CH:3]=[C:4]2[C:8](=[CH:9][CH:10]=1)[NH:7][C:6](=[O:11])[C:5]2=[O:12].[H-].[Na+].[CH3:15][O:16][C:17]1[CH:24]=[CH:23][C:20]([CH2:21]Cl)=[CH:19][CH:18]=1. The catalyst is CN(C=O)C. The product is [F:1][C:2]1[CH:3]=[C:4]2[C:8](=[CH:9][CH:10]=1)[N:7]([CH2:21][C:20]1[CH:23]=[CH:24][C:17]([O:16][CH3:15])=[CH:18][CH:19]=1)[C:6](=[O:11])[C:5]2=[O:12]. The yield is 0.820. (4) The reactants are Br[C:2]1[CH:21]=[CH:20][C:5]2[O:6][C:7]3[CH:15]=[C:14]([O:16][CH3:17])[CH:13]=[C:12]([O:18]C)[C:8]=3[C:9](=[O:11])[CH2:10][C:4]=2[CH:3]=1.[C:22]1(P(C2C=CC=CC=2)C2C=CC=CC=2)C=CC=C[CH:23]=1.C(N(C(C)C)CC)(C)C.C([Si](C)(C)C)#C. The catalyst is CN1CCCC1=O.C(OCC)(=O)C.[Cu](I)I. The product is [CH2:22]([C:2]1[CH:21]=[CH:20][C:5]2[O:6][C:7]3[CH:15]=[C:14]([O:16][CH3:17])[CH:13]=[C:12]([OH:18])[C:8]=3[C:9](=[O:11])[CH2:10][C:4]=2[CH:3]=1)[CH3:23]. The yield is 0.660. (5) The reactants are ClC1C=C(C=CC=1[NH:11][C:12](=[O:38])[CH:13]([N:20]1[C:24]2[CH:25]=[C:26]([F:30])[C:27]([F:29])=[CH:28][C:23]=2[N:22]=C1C1C=NC(Cl)=CC=1)[CH:14]1[CH2:19][CH2:18][CH2:17][CH2:16][CH2:15]1)C(O)=O.[CH:39]1([CH:45]=O)[CH2:44][CH2:43][CH2:42][CH2:41][CH2:40]1.[CH3:47][O:48][C:49]1[N:57]=[C:56]([O:58][CH3:59])[CH:55]=[CH:54][C:50]=1[C:51](O)=O.[N+](CC1C=CC=CC=1)#[C-].Cl. The catalyst is CO.O1CCOCC1. The product is [CH2:45]([NH:11][C:12](=[O:38])[CH:13]([CH:14]1[CH2:15][CH2:16][CH2:17][CH2:18][CH2:19]1)[N:20]1[C:24]2[CH:25]=[C:26]([F:30])[C:27]([F:29])=[CH:28][C:23]=2[N:22]=[C:51]1[C:50]1[C:49]([O:48][CH3:47])=[N:57][C:56]([O:58][CH3:59])=[CH:55][CH:54]=1)[C:39]1[CH:44]=[CH:43][CH:42]=[CH:41][CH:40]=1. The yield is 0.600. (6) The reactants are [C:1]([C:5]1[NH:6][C:7]2[C:12]([CH:13]=1)=[CH:11][C:10]([N+:14]([O-:16])=[O:15])=[CH:9]C=2C#N)([CH3:4])([CH3:3])[CH3:2].[OH-:19].[K+].[CH3:21][CH2:22][OH:23]. No catalyst specified. The product is [C:1]([C:5]1[NH:6][C:7]2[C:12]([CH:13]=1)=[CH:11][C:10]([N+:14]([O-:16])=[O:15])=[CH:9][C:21]=2[C:22]([OH:19])=[O:23])([CH3:4])([CH3:3])[CH3:2]. The yield is 0.770. (7) The reactants are Cl.[CH3:2][C@@H:3]1[CH2:8][CH2:7][NH:6][CH2:5][C@@H:4]1[C:9]1[N:13]2[C:14]3[CH:20]=[CH:19][NH:18][C:15]=3[N:16]=[CH:17][C:12]2=[CH:11][N:10]=1.C1COCC1.Cl[C:27]([O:29][C:30]1[CH:35]=[CH:34][CH:33]=[CH:32][CH:31]=1)=[O:28]. The catalyst is CC#N.CN(C1C=CN=CC=1)C.C(Cl)Cl. The product is [C:9]1([C@@H:4]2[C@H:3]([CH3:2])[CH2:8][CH2:7][N:6]([C:27]([O:29][C:30]3[CH:35]=[CH:34][CH:33]=[CH:32][CH:31]=3)=[O:28])[CH2:5]2)[N:13]2[C:14]3[CH:20]=[CH:19][NH:18][C:15]=3[N:16]=[CH:17][C:12]2=[CH:11][N:10]=1. The yield is 0.110.